Dataset: Reaction yield outcomes from USPTO patents with 853,638 reactions. Task: Predict the reaction yield, written as a fraction of the theoretical maximum amount of product (1.0 means a 100% yield; for example, 0.34 means a 34% yield). (1) The reactants are [BH4-].[Na+].[CH:3]1([C:6]2[NH:10][N:9]=[C:8]([NH:11][C:12]3[C:17]([F:18])=[CH:16][N:15]=[C:14]([C:19]4[S:23][C:22]([C:24](=[O:26])[CH3:25])=[CH:21][CH:20]=4)[N:13]=3)[CH:7]=2)[CH2:5][CH2:4]1. The catalyst is C1COCC1.CO. The product is [CH:3]1([C:6]2[NH:10][N:9]=[C:8]([NH:11][C:12]3[C:17]([F:18])=[CH:16][N:15]=[C:14]([C:19]4[S:23][C:22]([CH:24]([OH:26])[CH3:25])=[CH:21][CH:20]=4)[N:13]=3)[CH:7]=2)[CH2:5][CH2:4]1. The yield is 0.870. (2) The reactants are Br.[Br-].[NH2:3][CH2:4][CH2:5][CH2:6][N+:7]1[CH:12]=[CH:11][C:10]([C:13]2[CH:18]=[CH:17][CH:16]=[CH:15][N:14]=2)=[CH:9][CH:8]=1.[BH4-].[Na+]. The catalyst is CO. The product is [N:14]1[CH:15]=[CH:16][CH:17]=[CH:18][C:13]=1[C:10]1[CH2:11][CH2:12][N:7]([CH2:6][CH2:5][CH2:4][NH2:3])[CH2:8][CH:9]=1. The yield is 0.960.